This data is from Forward reaction prediction with 1.9M reactions from USPTO patents (1976-2016). The task is: Predict the product of the given reaction. (1) Given the reactants CO[C:3](=[O:13])[C:4]1[CH:9]=[C:8]([Br:10])[CH:7]=[C:6]([CH3:11])[C:5]=1[NH2:12].[CH2:14]([N:16]([CH2:20][CH3:21])[CH2:17][CH2:18][NH2:19])[CH3:15], predict the reaction product. The product is: [CH2:14]([N:16]([CH2:17][CH2:18][NH:19][C:3](=[O:13])[C:4]1[CH:9]=[C:8]([Br:10])[CH:7]=[C:6]([CH3:11])[C:5]=1[NH2:12])[CH2:20][CH3:21])[CH3:15]. (2) Given the reactants [Cl:1][C:2]1[N:3]=[C:4]([N:13]2[CH2:18][CH2:17][O:16][CH2:15][CH2:14]2)[C:5]2[S:10][C:9]([CH:11]=O)=[CH:8][C:6]=2[N:7]=1.Cl[C:20]1[N:21]=[C:22](Cl)[C:23]2[S:28]C=CC=2[N:25]=1.NC1SC=CN=1, predict the reaction product. The product is: [Cl:1][C:2]1[N:3]=[C:4]([N:13]2[CH2:18][CH2:17][O:16][CH2:15][CH2:14]2)[C:5]2[S:10][C:9]([CH2:11][NH:25][C:20]3[S:28][CH:23]=[CH:22][N:21]=3)=[CH:8][C:6]=2[N:7]=1.